From a dataset of Full USPTO retrosynthesis dataset with 1.9M reactions from patents (1976-2016). Predict the reactants needed to synthesize the given product. (1) Given the product [Cl:1][C:2]1[CH:3]=[C:4]2[NH:22][C:21]([O:31][C@H:32]3[C@H:36]4[O:37][CH2:38][CH:39]([CH2:40][C:41]([CH3:44])([OH:43])[CH3:42])[C@H:35]4[O:34][CH2:33]3)=[N:20][C:5]2=[N:6][C:7]=1[C:8]1[CH:13]=[CH:12][C:11]([C:14]2[CH:15]=[CH:16][CH:17]=[CH:18][CH:19]=2)=[CH:10][CH:9]=1, predict the reactants needed to synthesize it. The reactants are: [Cl:1][C:2]1[CH:3]=[C:4]2[N:22](COCC[Si](C)(C)C)[C:21]([O:31][C@H:32]3[C@H:36]4[O:37][CH2:38][CH:39]([CH2:40][C:41]([CH3:44])([OH:43])[CH3:42])[C@H:35]4[O:34][CH2:33]3)=[N:20][C:5]2=[N:6][C:7]=1[C:8]1[CH:13]=[CH:12][C:11]([C:14]2[CH:19]=[CH:18][CH:17]=[CH:16][CH:15]=2)=[CH:10][CH:9]=1. (2) Given the product [CH3:12][C@@:8]12[C@H:9]3[CH2:10][CH2:11][C@@:2]4([CH3:1])[C@H:3]([C@@H:4]3[CH2:5][CH:6]=[C:7]1[O:18][C:15](=[O:16])[CH2:14][CH2:13]2)[CH2:19][CH:20]=[C:21]4[C:22]1[CH:23]=[N:24][CH:25]=[CH:26][CH:27]=1, predict the reactants needed to synthesize it. The reactants are: [CH3:1][C@@:2]12[C:21]([C:22]3[CH:23]=[N:24][CH:25]=[CH:26][CH:27]=3)=[CH:20][CH2:19][C@H:3]1[C@H:4]1[C@H:9]([CH2:10][CH2:11]2)[C@:8]([CH2:13][CH2:14][C:15](O)=[O:16])([CH3:12])[C:7](=[O:18])[CH2:6][CH2:5]1.CC([O-])=O.[Na+]. (3) Given the product [ClH:1].[N:32]1[C:37]2[O:38][CH2:39][CH2:40][O:41][C:36]=2[CH:35]=[C:34]([CH2:42][NH:3][CH:4]2[CH2:5][CH2:6][N:7]([CH2:10][CH2:11][N:12]3[C:21]4[C:16](=[N:17][CH:18]=[C:19]([O:22][CH3:23])[CH:20]=4)[CH:15]=[CH:14][C:13]3=[O:24])[CH2:8][CH2:9]2)[N:33]=1, predict the reactants needed to synthesize it. The reactants are: [ClH:1].Cl.[NH2:3][CH:4]1[CH2:9][CH2:8][N:7]([CH2:10][CH2:11][N:12]2[C:21]3[C:16](=[N:17][CH:18]=[C:19]([O:22][CH3:23])[CH:20]=3)[CH:15]=[CH:14][C:13]2=[O:24])[CH2:6][CH2:5]1.C(N(CC)CC)C.[N:32]1[C:37]2[O:38][CH2:39][CH2:40][O:41][C:36]=2[CH:35]=[C:34]([CH:42]=O)[N:33]=1.[BH-](OC(C)=O)(OC(C)=O)OC(C)=O.[Na+].C([O-])(O)=O.[Na+]. (4) Given the product [CH2:1]([O:8][C:9]1[CH:16]=[CH:15][C:12]([CH:13]=[O:14])=[C:11]([CH:10]=1)[O:17][CH2:19][CH2:20][CH2:21][C:22]([O:24][CH2:25][CH3:26])=[O:23])[C:2]1[CH:3]=[CH:4][CH:5]=[CH:6][CH:7]=1, predict the reactants needed to synthesize it. The reactants are: [CH2:1]([O:8][C:9]1[CH:16]=[CH:15][C:12]([CH:13]=[O:14])=[C:11]([OH:17])[CH:10]=1)[C:2]1[CH:7]=[CH:6][CH:5]=[CH:4][CH:3]=1.Br[CH2:19][CH2:20][CH2:21][C:22]([O:24][CH2:25][CH3:26])=[O:23].C([O-])([O-])=O.[Cs+].[Cs+].Cl.